This data is from Reaction yield outcomes from USPTO patents with 853,638 reactions. The task is: Predict the reaction yield, written as a fraction of the theoretical maximum amount of product (1.0 means a 100% yield; for example, 0.34 means a 34% yield). The reactants are [CH2:1]([N:3]([CH2:35][CH3:36])[C:4](=[O:34])[C:5]1[CH:10]=[CH:9][C:8]([C:11]([C:18]2[CH:23]=[CH:22][CH:21]=[CH:20][C:19]=2[NH:24][S:25]([C:28]2[CH:33]=[CH:32][CH:31]=[CH:30][CH:29]=2)(=[O:27])=[O:26])=[C:12]2[CH2:17][CH2:16][NH:15][CH2:14][CH2:13]2)=[CH:7][CH:6]=1)[CH3:2].[CH3:37]C(OC(N1CCC(=C(C2C=CC=CC=2N)C2C=CC(C(N(CC)CC)=O)=CC=2)CC1)=O)(C)C.C1(C)C=CC(S(Cl)(=O)=O)=CC=1.C(O)(C(F)(F)F)=O. No catalyst specified. The product is [CH2:35]([N:3]([CH2:1][CH3:2])[C:4](=[O:34])[C:5]1[CH:10]=[CH:9][C:8]([C:11]([C:18]2[CH:23]=[CH:22][CH:21]=[CH:20][C:19]=2[NH:24][S:25]([C:28]2[CH:29]=[CH:30][C:31]([CH3:37])=[CH:32][CH:33]=2)(=[O:26])=[O:27])=[C:12]2[CH2:13][CH2:14][NH:15][CH2:16][CH2:17]2)=[CH:7][CH:6]=1)[CH3:36]. The yield is 0.760.